Dataset: Reaction yield outcomes from USPTO patents with 853,638 reactions. Task: Predict the reaction yield, written as a fraction of the theoretical maximum amount of product (1.0 means a 100% yield; for example, 0.34 means a 34% yield). (1) The reactants are [CH3:1][C:2]1([C:5]#[C:6][C:7]2[CH:13]=[C:12]([N+:14]([O-:16])=[O:15])[CH:11]=[CH:10][C:8]=2[NH2:9])[CH2:4][CH2:3]1.N1C=CC=CC=1.[C:23](Cl)(=[O:27])[CH2:24][CH2:25][CH3:26]. The catalyst is C(Cl)Cl. The product is [CH3:1][C:2]1([C:5]#[C:6][C:7]2[CH:13]=[C:12]([N+:14]([O-:16])=[O:15])[CH:11]=[CH:10][C:8]=2[NH:9][C:23](=[O:27])[CH2:24][CH2:25][CH3:26])[CH2:4][CH2:3]1. The yield is 0.820. (2) The reactants are S(Cl)(Cl)=O.S1C=CC=C1CC(O)=O.S1C=CC=C1CC(Cl)=O.[CH3:23][O:24][C:25]1[CH:26]=[C:27]2[C:32](=[CH:33][C:34]=1[O:35][CH3:36])[N:31]=[CH:30][N:29]=[C:28]2[O:37][C:38]1[CH:44]=[CH:43][C:41]([NH2:42])=[CH:40][CH:39]=1.[S:45]1[CH:49]=[CH:48][CH:47]=[C:46]1[CH2:50][C:51]([N:53]=[C:54]=[S:55])=[O:52]. The catalyst is C1(C)C=CC=CC=1.C(O)C. The product is [CH3:23][O:24][C:25]1[CH:26]=[C:27]2[C:32](=[CH:33][C:34]=1[O:35][CH3:36])[N:31]=[CH:30][N:29]=[C:28]2[O:37][C:38]1[CH:44]=[CH:43][C:41]([NH:42][C:54]([NH:53][C:51](=[O:52])[CH2:50][C:46]2[S:45][CH:49]=[CH:48][CH:47]=2)=[S:55])=[CH:40][CH:39]=1. The yield is 0.570. (3) The reactants are Cl.[C:2](Cl)(=[O:9])[C:3]1[CH:8]=[CH:7][N:6]=[CH:5][CH:4]=1.C(N(CC)CC)C.ClCCl.[NH2:21][C:22]1[CH:27]=[C:26]([C:28]([F:31])([F:30])[F:29])[CH:25]=[CH:24][C:23]=1[N:32]1[CH2:41][CH2:40][C:39]2[C:34](=[CH:35][CH:36]=[CH:37][CH:38]=2)[CH2:33]1. The catalyst is O. The product is [CH2:33]1[C:34]2[C:39](=[CH:38][CH:37]=[CH:36][CH:35]=2)[CH2:40][CH2:41][N:32]1[C:23]1[CH:24]=[CH:25][C:26]([C:28]([F:30])([F:31])[F:29])=[CH:27][C:22]=1[NH:21][C:2](=[O:9])[C:3]1[CH:8]=[CH:7][N:6]=[CH:5][CH:4]=1. The yield is 0.976. (4) The reactants are [C:1]([O:5][C:6]([CH2:8][C:9]1[C:10]([CH3:31])=[N:11][C:12]2[N:13]([CH:23]=[C:24]([C:26]([O:28]CC)=[O:27])[N:25]=2)[C:14]=1[C:15]1[CH:20]=[CH:19][C:18]([Cl:21])=[CH:17][C:16]=1[Cl:22])=[O:7])([CH3:4])([CH3:3])[CH3:2].O[Li].O. The catalyst is C1COCC1.O. The product is [C:1]([O:5][C:6]([CH2:8][C:9]1[C:10]([CH3:31])=[N:11][C:12]2[N:13]([CH:23]=[C:24]([C:26]([OH:28])=[O:27])[N:25]=2)[C:14]=1[C:15]1[CH:20]=[CH:19][C:18]([Cl:21])=[CH:17][C:16]=1[Cl:22])=[O:7])([CH3:4])([CH3:3])[CH3:2]. The yield is 1.00. (5) The reactants are C([O:3][C:4]([C:6]1[CH:7]=[N:8][N:9]([C:11]2[N:15](COCCOC)[C:14]3[CH:22]=[C:23]([Cl:27])[C:24]([NH2:26])=[CH:25][C:13]=3[N:12]=2)[CH:10]=1)=[O:5])C.C(OC(C1C=NN(C2N(COCCOC)C3C=C(Cl)C([N+]([O-])=O)=CC=3N=2)C=1)=O)C.[Cl-].[NH4+].CC(C)=O. The catalyst is [Zn].O. The product is [NH2:26][C:24]1[C:23]([Cl:27])=[CH:22][C:14]2[NH:15][C:11]([N:9]3[CH:10]=[C:6]([C:4]([OH:5])=[O:3])[CH:7]=[N:8]3)=[N:12][C:13]=2[CH:25]=1. The yield is 0.860.